Dataset: Full USPTO retrosynthesis dataset with 1.9M reactions from patents (1976-2016). Task: Predict the reactants needed to synthesize the given product. Given the product [CH:5]1([C:7]([O:9][C:10]([CH3:13])([CH3:12])[CH3:11])=[O:8])[CH2:6][CH:4]1[C:14]([O:16][C:17]([CH3:18])([CH3:19])[CH3:20])=[O:15], predict the reactants needed to synthesize it. The reactants are: [BH4-].[Na+].Cl[C:4]1([C:14]([O:16][C:17]([CH3:20])([CH3:19])[CH3:18])=[O:15])[CH2:6][CH:5]1[C:7]([O:9][C:10]([CH3:13])([CH3:12])[CH3:11])=[O:8].